This data is from Reaction yield outcomes from USPTO patents with 853,638 reactions. The task is: Predict the reaction yield, written as a fraction of the theoretical maximum amount of product (1.0 means a 100% yield; for example, 0.34 means a 34% yield). (1) The reactants are NC1N=C([C:8]2[CH:13]=[CH:12][C:11]([S:14]([NH2:17])(=[O:16])=[O:15])=[C:10]([CH3:18])[C:9]=2[Cl:19])C=CC=1.C(OC([N:27]1[CH2:31][CH2:30][CH2:29][CH:28]1[C:32]([OH:34])=O)=O)(C)(C)C.CN(C(O[N:43]1N=N[C:45]2[CH:46]=[CH:47][CH:48]=[N:49][C:44]1=2)=[N+](C)C)C.F[P-](F)(F)(F)(F)F.Cl. The catalyst is CN(C=O)C.C(Cl)Cl.CCN(CC)CC. The product is [Cl:19][C:9]1[C:10]([CH3:18])=[C:11]([S:14]([NH:17][C:48]2[N:49]=[C:44]([NH:43][C:32]([CH:28]3[CH2:29][CH2:30][CH2:31][NH:27]3)=[O:34])[CH:45]=[CH:46][CH:47]=2)(=[O:15])=[O:16])[CH:12]=[CH:13][CH:8]=1. The yield is 0.530. (2) The reactants are [CH3:1][NH:2][C:3]([CH2:5][CH2:6][O:7][C@@H:8]1[C@H:12]([OH:13])[C@@H:11]([CH2:14][OH:15])[O:10][C@H:9]1[N:16]1[CH:23]=[CH:22][C:20](=[O:21])[NH:19][C:17]1=[O:18])=[O:4].[CH3:24][O:25][C:26]1[CH:47]=[CH:46][C:29]([C:30](Cl)([C:39]2[CH:44]=[CH:43][CH:42]=[CH:41][CH:40]=2)[C:31]2[CH:36]=[CH:35][C:34]([O:37][CH3:38])=[CH:33][CH:32]=2)=[CH:28][CH:27]=1. The catalyst is N1C=CC=CC=1. The product is [CH3:38][O:37][C:34]1[CH:33]=[CH:32][C:31]([C:30]([O:15][CH2:14][C@H:11]2[O:10][C@@H:9]([N:16]3[CH:23]=[CH:22][C:20](=[O:21])[NH:19][C:17]3=[O:18])[C@H:8]([O:7][CH2:6][CH2:5][C:3](=[O:4])[NH:2][CH3:1])[C@@H:12]2[OH:13])([C:39]2[CH:40]=[CH:41][CH:42]=[CH:43][CH:44]=2)[C:29]2[CH:46]=[CH:47][C:26]([O:25][CH3:24])=[CH:27][CH:28]=2)=[CH:36][CH:35]=1. The yield is 0.700. (3) The reactants are [OH:1][C:2]1[C:11]2[C:6](=[CH:7][CH:8]=[CH:9][CH:10]=2)[N:5]=[CH:4][N:3]=1.F[P-](F)(F)(F)(F)F.[N:19]1(O[P+](N(C)C)(N(C)C)N(C)C)[C:23]2[CH:24]=[CH:25][CH:26]=[CH:27][C:22]=2[N:21]=[N:20]1.C1CCN2C(=NCCC2)CC1. The catalyst is CC#N. The product is [N:19]1([O:1][C:2]2[C:11]3[C:6](=[CH:7][CH:8]=[CH:9][CH:10]=3)[N:5]=[CH:4][N:3]=2)[C:23]2[CH:24]=[CH:25][CH:26]=[CH:27][C:22]=2[N:21]=[N:20]1. The yield is 0.840. (4) The reactants are C([O:4][CH2:5][C:6]1[C:11]([N:12]2[C:24](=[O:25])[C:23]3[S:22][C:21]4[CH2:20][CH2:19][CH2:18][CH2:17][C:16]=4[C:15]=3[CH:14]=[N:13]2)=[CH:10][C:9]([F:26])=[CH:8][C:7]=1[C:27]1[CH:32]=[C:31]([NH:33][C:34]2[CH:39]=[CH:38][C:37]([N:40]3[CH2:45][CH2:44][N:43]([CH:46]4[CH2:49][O:48][CH2:47]4)[CH2:42][C@@H:41]3[CH2:50][CH3:51])=[CH:36][N:35]=2)[C:30](=[O:52])[N:29]([CH3:53])[CH:28]=1)(=O)C.[OH-].[Li+]. The catalyst is C(O)(C)C.C1COCC1.O. The product is [CH2:50]([C@H:41]1[CH2:42][N:43]([CH:46]2[CH2:49][O:48][CH2:47]2)[CH2:44][CH2:45][N:40]1[C:37]1[CH:38]=[CH:39][C:34]([NH:33][C:31]2[C:30](=[O:52])[N:29]([CH3:53])[CH:28]=[C:27]([C:7]3[C:6]([CH2:5][OH:4])=[C:11]([N:12]4[C:24](=[O:25])[C:23]5[S:22][C:21]6[CH2:20][CH2:19][CH2:18][CH2:17][C:16]=6[C:15]=5[CH:14]=[N:13]4)[CH:10]=[C:9]([F:26])[CH:8]=3)[CH:32]=2)=[N:35][CH:36]=1)[CH3:51]. The yield is 0.650. (5) The reactants are [F:1][C:2]1[CH:7]=[CH:6][C:5]([C:8]2[S:9][C:10]3[N:11]=[C:12]([NH2:19])[N:13]=[C:14](SC)[C:15]=3[N:16]=2)=[CH:4][CH:3]=1.Cl.[CH3:21][O:22][CH2:23][CH2:24][OH:25]. No catalyst specified. The product is [F:1][C:2]1[CH:7]=[CH:6][C:5]([C:8]2[S:9][C:10]3[N:11]=[C:12]([NH2:19])[N:13]=[C:14]([O:25][CH2:24][CH2:23][O:22][CH3:21])[C:15]=3[N:16]=2)=[CH:4][CH:3]=1. The yield is 0.800.